Dataset: Reaction yield outcomes from USPTO patents with 853,638 reactions. Task: Predict the reaction yield, written as a fraction of the theoretical maximum amount of product (1.0 means a 100% yield; for example, 0.34 means a 34% yield). (1) The reactants are C(O[C:4](=[O:21])[C:5](=[CH:11][NH:12][C:13]1[CH:14]=[N:15][C:16]([O:19][CH3:20])=[CH:17][CH:18]=1)[C:6]([O:8][CH2:9][CH3:10])=[O:7])C. The catalyst is C1C=CC(C2C=CC=CC=2)=CC=1.C1C=CC(OC2C=CC=CC=2)=CC=1. The product is [CH2:9]([O:8][C:6]([C:5]1[C:4](=[O:21])[C:14]2[C:13](=[CH:18][CH:17]=[C:16]([O:19][CH3:20])[N:15]=2)[NH:12][CH:11]=1)=[O:7])[CH3:10]. The yield is 0.730. (2) The reactants are [F:1][C:2]1[CH:7]=[CH:6][C:5]([C:8]2([OH:30])[C:17](=O)[C:16]3[C:15]([C:19](OCC)=[O:20])=[CH:14][CH:13]=[CH:12][C:11]=3[NH:10][CH:9]2[C:24]2[N:25]([CH3:29])[CH:26]=[CH:27][N:28]=2)=[CH:4][CH:3]=1.O.[NH2:32][NH2:33]. The catalyst is CO. The product is [F:1][C:2]1[CH:3]=[CH:4][C:5]([C:8]2([OH:30])[C:17]3=[N:32][NH:33][C:19](=[O:20])[C:15]4[CH:14]=[CH:13][CH:12]=[C:11]([C:16]=43)[NH:10][CH:9]2[C:24]2[N:25]([CH3:29])[CH:26]=[CH:27][N:28]=2)=[CH:6][CH:7]=1. The yield is 0.800. (3) The reactants are C(N(CC)CC)C.[CH3:8][S:9](Cl)(=[O:11])=[O:10].[F:13][CH:14]([F:29])[C:15]1[CH:28]=[CH:27][C:18]([CH2:19][N:20]2[CH2:24][CH2:23][C@H:22]([OH:25])[C:21]2=[O:26])=[CH:17][CH:16]=1. The catalyst is ClCCl.O. The product is [CH3:8][S:9]([O:25][CH:22]1[CH2:23][CH2:24][N:20]([CH2:19][C:18]2[CH:17]=[CH:16][C:15]([CH:14]([F:13])[F:29])=[CH:28][CH:27]=2)[C:21]1=[O:26])(=[O:11])=[O:10]. The yield is 0.660. (4) The reactants are [CH2:1]([N:4]1[C@H:9]([CH3:10])[CH2:8][N:7]([C@@H:11]([C:29]2[CH:34]=[CH:33][CH:32]=[C:31]([OH:35])[CH:30]=2)[C:12]2[CH:13]=[C:14]([CH:26]=[CH:27][CH:28]=2)[C:15](N(C2C=CC=C(F)C=2)C)=[O:16])[C@@H:6]([CH3:36])[CH2:5]1)[CH:2]=[CH2:3].[O:37]1[C:41]2([CH2:46][CH2:45][NH:44][CH2:43][CH2:42]2)[O:40][CH2:39][CH2:38]1.C([Mg]Cl)(C)C.ClCCl.C(OCC)(=O)C. The catalyst is C1COCC1. The product is [OH-:16].[NH4+:4].[CH2:1]([N:4]1[C@H:9]([CH3:10])[CH2:8][N:7]([C@@H:11]([C:29]2[CH:34]=[CH:33][CH:32]=[C:31]([OH:35])[CH:30]=2)[C:12]2[CH:13]=[C:14]([C:15]([N:44]3[CH2:45][CH2:46][C:41]4([O:40][CH2:39][CH2:38][O:37]4)[CH2:42][CH2:43]3)=[O:16])[CH:26]=[CH:27][CH:28]=2)[C@@H:6]([CH3:36])[CH2:5]1)[CH:2]=[CH2:3]. The yield is 0.0200. (5) The reactants are [CH3:1][O:2][C:3](=[O:6])[CH2:4][OH:5].[H-].[Na+].Cl[C:10]1[C:15]([N+:16]([O-:18])=[O:17])=[CH:14][C:13]([C:19]([F:22])([F:21])[F:20])=[CH:12][N:11]=1.O. The catalyst is O1CCCC1. The product is [CH3:1][O:2][C:3](=[O:6])[CH2:4][O:5][C:10]1[C:15]([N+:16]([O-:18])=[O:17])=[CH:14][C:13]([C:19]([F:20])([F:21])[F:22])=[CH:12][N:11]=1. The yield is 0.680. (6) The reactants are [Br:1][C:2]1[C:3]([N:16]2[CH2:21][CH2:20][CH2:19][C@@H:18]([NH:22]C(=O)OC(C)(C)C)[CH2:17]2)=[C:4]2[C:10]([NH:11][C:12](=[O:15])[CH2:13][OH:14])=[CH:9][NH:8][C:5]2=[N:6][CH:7]=1.C(O)(C(F)(F)F)=O.C(Cl)[Cl:38]. No catalyst specified. The product is [ClH:38].[NH2:22][C@@H:18]1[CH2:19][CH2:20][CH2:21][N:16]([C:3]2[C:2]([Br:1])=[CH:7][N:6]=[C:5]3[NH:8][CH:9]=[C:10]([NH:11][C:12](=[O:15])[CH2:13][OH:14])[C:4]=23)[CH2:17]1. The yield is 0.220.